From a dataset of Forward reaction prediction with 1.9M reactions from USPTO patents (1976-2016). Predict the product of the given reaction. (1) Given the reactants [F:1][C:2]([F:20])([F:19])[C:3]1[N:7]2[N:8]=[C:9]([N:12]3[CH2:17][CH2:16][CH:15]([OH:18])[CH2:14][CH2:13]3)[CH:10]=[CH:11][C:6]2=[N:5][N:4]=1.[H-].[Na+].Cl[C:24]1[CH:25]=[CH:26][C:27]([C:30]#[N:31])=[N:28][CH:29]=1, predict the reaction product. The product is: [F:20][C:2]([F:1])([F:19])[C:3]1[N:7]2[N:8]=[C:9]([N:12]3[CH2:17][CH2:16][CH:15]([O:18][C:24]4[CH:25]=[CH:26][C:27]([C:30]#[N:31])=[N:28][CH:29]=4)[CH2:14][CH2:13]3)[CH:10]=[CH:11][C:6]2=[N:5][N:4]=1. (2) Given the reactants [C:1]([O:5][C:6](=[O:34])[CH2:7][O:8][C:9]1[C:18]2[CH2:17][CH2:16][CH2:15][C@@H:14]([NH:19][S:20]([C:23]3[CH:28]=[C:27]([C:29]([F:32])([F:31])[F:30])[CH:26]=[C:25](Br)[CH:24]=3)(=[O:22])=[O:21])[C:13]=2[CH:12]=[CH:11][CH:10]=1)([CH3:4])([CH3:3])[CH3:2].[CH3:35][C:36](C)([O-])[CH3:37].[K+].C(B1OC(C)(C)C(C)(C)O1)(C)=C, predict the reaction product. The product is: [C:1]([O:5][C:6](=[O:34])[CH2:7][O:8][C:9]1[C:18]2[CH2:17][CH2:16][CH2:15][C@@H:14]([NH:19][S:20]([C:23]3[CH:28]=[C:27]([C:29]([F:32])([F:31])[F:30])[CH:26]=[C:25]([C:36]([CH3:37])=[CH2:35])[CH:24]=3)(=[O:22])=[O:21])[C:13]=2[CH:12]=[CH:11][CH:10]=1)([CH3:4])([CH3:3])[CH3:2].